Predict the reactants needed to synthesize the given product. From a dataset of Full USPTO retrosynthesis dataset with 1.9M reactions from patents (1976-2016). (1) Given the product [F:15][C:16]1[CH:17]=[CH:18][C:19]([C@@H:22]2[CH2:24][C@H:23]2[C:25]([N:10]2[CH2:9][C@H:8]([CH2:11][CH2:12][CH3:13])[NH:7][C:6](=[O:14])[C@@H:5]2[CH2:1][CH:2]([CH3:4])[CH3:3])=[O:26])=[CH:20][CH:21]=1, predict the reactants needed to synthesize it. The reactants are: [CH2:1]([C@@H:5]1[NH:10][CH2:9][C@H:8]([CH2:11][CH2:12][CH3:13])[NH:7][C:6]1=[O:14])[CH:2]([CH3:4])[CH3:3].[F:15][C:16]1[CH:21]=[CH:20][C:19]([C@@H:22]2[CH2:24][C@H:23]2[C:25](O)=[O:26])=[CH:18][CH:17]=1.C([C@@H]1N(C(=O)/C=C/C2C=CC=CC=2)C[C@H](CC(C)C)NC1=O)C(C)C. (2) Given the product [F:1][C@@H:2]1[CH2:6][N:5]([C:7](=[O:10])[CH2:8][O:9][Si:19]([C:22]([CH3:25])([CH3:24])[CH3:23])([CH3:21])[CH3:20])[C@H:4]([C:11]([NH2:13])=[O:12])[CH2:3]1, predict the reactants needed to synthesize it. The reactants are: [F:1][C@@H:2]1[CH2:6][N:5]([C:7](=[O:10])[CH2:8][OH:9])[C@H:4]([C:11]([NH2:13])=[O:12])[CH2:3]1.N1C=CN=C1.[Si:19](Cl)([C:22]([CH3:25])([CH3:24])[CH3:23])([CH3:21])[CH3:20]. (3) Given the product [C:1]([O:5][C:6]([N:8]1[CH2:13][CH2:12][N:11]([CH3:22])[CH:10]([C:14]2[CH:19]=[CH:18][CH:17]=[CH:16][CH:15]=2)[CH2:9]1)=[O:7])([CH3:4])([CH3:2])[CH3:3], predict the reactants needed to synthesize it. The reactants are: [C:1]([O:5][C:6]([N:8]1[CH2:13][CH2:12][NH:11][CH:10]([C:14]2[CH:19]=[CH:18][CH:17]=[CH:16][CH:15]=2)[CH2:9]1)=[O:7])([CH3:4])([CH3:3])[CH3:2].C=O.[C:22](O[BH-](OC(=O)C)OC(=O)C)(=O)C.[Na+]. (4) Given the product [CH2:11]([O:10][C:9]1[CH:8]=[C:7]([S:18]([CH:21]([CH3:23])[CH3:22])(=[O:20])=[O:19])[CH:6]=[C:3]2[C:2]=1[NH:1][N:5]=[C:4]2[NH2:24])[C:12]1[CH:17]=[CH:16][CH:15]=[CH:14][CH:13]=1, predict the reactants needed to synthesize it. The reactants are: [NH2:1][C:2]1[C:9]([O:10][CH2:11][C:12]2[CH:17]=[CH:16][CH:15]=[CH:14][CH:13]=2)=[CH:8][C:7]([S:18]([CH:21]([CH3:23])[CH3:22])(=[O:20])=[O:19])=[CH:6][C:3]=1[C:4]#[N:5].[N:24]([O-])=O.[Na+].[Sn](Cl)Cl.[OH-].[Na+].